Dataset: Catalyst prediction with 721,799 reactions and 888 catalyst types from USPTO. Task: Predict which catalyst facilitates the given reaction. (1) Reactant: [I:1][C:2]1[CH:7]=[CH:6][C:5]([S:8](Cl)(=[O:10])=[O:9])=[CH:4][CH:3]=1.[OH-:12].[K+:13]. Product: [I:1][C:2]1[CH:7]=[CH:6][C:5]([S:8]([O-:10])(=[O:12])=[O:9])=[CH:4][CH:3]=1.[K+:13]. The catalyst class is: 6. (2) Reactant: [CH2:1]([N:5]1[C:13]2[C:12](=[O:14])[N:11]([CH2:15][O:16][C:17](=[O:22])[C:18]([CH3:21])([CH3:20])[CH3:19])[C:10](=[O:23])[NH:9][C:8]=2[N:7]=[C:6]1[N:24]1[CH2:29][CH2:28][N:27]([C:30]([O:32][C:33]([CH3:36])([CH3:35])[CH3:34])=[O:31])[CH2:26][CH2:25]1)[C:2]#[C:3][CH3:4].C(=O)([O-])[O-].[K+].[K+].[CH2:43]([O:45][CH2:46][CH2:47]Br)[CH3:44]. Product: [CH2:1]([N:5]1[C:13]2[C:12](=[O:14])[N:11]([CH2:15][O:16][C:17](=[O:22])[C:18]([CH3:21])([CH3:20])[CH3:19])[C:10](=[O:23])[N:9]([CH2:44][CH2:43][O:45][CH2:46][CH3:47])[C:8]=2[N:7]=[C:6]1[N:24]1[CH2:25][CH2:26][N:27]([C:30]([O:32][C:33]([CH3:36])([CH3:35])[CH3:34])=[O:31])[CH2:28][CH2:29]1)[C:2]#[C:3][CH3:4]. The catalyst class is: 42. (3) Reactant: [Cl:1][C:2]1[CH:3]=[C:4]([C:8]2[C:17](C=O)=[CH:16][C:15]([O:20][CH3:21])=[C:14]3[C:9]=2[CH:10]=[N:11][C:12]([NH:22][CH3:23])=[N:13]3)[CH:5]=[CH:6][CH:7]=1.[C:24](O)(=O)[CH2:25][C:26]([OH:28])=[O:27].N1CCCCC1.Cl. Product: [C:26](/[CH:25]=[CH:24]/[C:17]1[C:8]([C:4]2[CH:5]=[CH:6][CH:7]=[C:2]([Cl:1])[CH:3]=2)=[C:9]2[C:14](=[C:15]([O:20][CH3:21])[CH:16]=1)[N:13]=[C:12]([NH:22][CH3:23])[N:11]=[CH:10]2)([OH:28])=[O:27]. The catalyst class is: 228. (4) Reactant: [CH2:1]([O:3][C:4](=[O:14])[C:5]1[CH:10]=[CH:9][C:8]([C:11]#[N:12])=[CH:7][C:6]=1[CH3:13])[CH3:2].Cl.[NH2:16][OH:17].C(=O)([O-])[O-].[Na+].[Na+]. Product: [CH2:1]([O:3][C:4](=[O:14])[C:5]1[CH:10]=[CH:9][C:8]([C:11](=[NH:12])[NH:16][OH:17])=[CH:7][C:6]=1[CH3:13])[CH3:2]. The catalyst class is: 40. (5) Reactant: [F:1][C:2]([F:36])([F:35])[C:3]1[CH:4]=[C:5]([C:13]([CH3:34])([CH3:33])[C:14]([N:16]([C:18]2[CH:19]=[N:20][C:21](Cl)=[CH:22][C:23]=2[C:24]2[CH:29]=[CH:28][C:27]([F:30])=[CH:26][C:25]=2[CH3:31])[CH3:17])=[O:15])[CH:6]=[C:7]([C:9]([F:12])([F:11])[F:10])[CH:8]=1.[CH2:37]1[NH:42][C:41](=[O:43])[CH2:40][N:39]2[CH2:44][CH2:45][CH2:46][C@@H:38]12.CN(C)CN.C(=O)([O-])[O-].[Cs+].[Cs+]. The catalyst class is: 830. Product: [F:1][C:2]([F:36])([F:35])[C:3]1[CH:4]=[C:5]([C:13]([CH3:34])([CH3:33])[C:14]([N:16]([C:18]2[CH:19]=[N:20][C:21]([N:42]3[C:41](=[O:43])[CH2:40][N:39]4[CH2:44][CH2:45][CH2:46][C@H:38]4[CH2:37]3)=[CH:22][C:23]=2[C:24]2[CH:29]=[CH:28][C:27]([F:30])=[CH:26][C:25]=2[CH3:31])[CH3:17])=[O:15])[CH:6]=[C:7]([C:9]([F:12])([F:11])[F:10])[CH:8]=1.